Dataset: Catalyst prediction with 721,799 reactions and 888 catalyst types from USPTO. Task: Predict which catalyst facilitates the given reaction. (1) Reactant: [CH2:1]([N:4]=[C:5]=[O:6])[CH:2]=[CH2:3].[CH2:7]([O:14][CH:15](O)[CH3:16])[C:8]1[CH:13]=[CH:12][CH:11]=[CH:10][CH:9]=1.N12CCN(CC1)CC2.[OH2:26]. Product: [CH2:1]([NH:4][C:5](=[O:26])[O:6][CH2:16][CH2:15][O:14][CH2:7][C:8]1[CH:13]=[CH:12][CH:11]=[CH:10][CH:9]=1)[CH:2]=[CH2:3]. The catalyst class is: 133. (2) Reactant: [C:1]([C:3]1[CH:4]=[C:5]([NH:9][C:10](=[O:14])[N:11]([CH3:13])[CH3:12])[CH:6]=[CH:7][CH:8]=1)#[N:2]. Product: [NH2:2][CH2:1][C:3]1[CH:4]=[C:5]([NH:9][C:10](=[O:14])[N:11]([CH3:12])[CH3:13])[CH:6]=[CH:7][CH:8]=1. The catalyst class is: 19. (3) Reactant: [N+:1]([CH2:4][CH:5]([C:10]1[CH:14]=[CH:13][S:12][CH:11]=1)[CH2:6][C:7]([OH:9])=O)([O-:3])=[O:2]. Product: [N+:1]([CH2:4][CH:5]1[C:10]2[CH:14]=[CH:13][S:12][C:11]=2[C:7](=[O:9])[CH2:6]1)([O-:3])=[O:2]. The catalyst class is: 26. (4) Reactant: C([O:3][C:4]([C@@H:6]1[C@@H:10]([C:11](=[O:20])[NH:12][C:13]2[CH:18]=[CH:17][C:16]([Cl:19])=[CH:15][CH:14]=2)[CH2:9][N:8]([S:21]([CH3:24])(=[O:23])=[O:22])[CH2:7]1)=[O:5])C. Product: [Cl:19][C:16]1[CH:17]=[CH:18][C:13]([NH:12][C:11]([C@H:10]2[CH2:9][N:8]([S:21]([CH3:24])(=[O:23])=[O:22])[CH2:7][C@@H:6]2[C:4]([OH:5])=[O:3])=[O:20])=[CH:14][CH:15]=1. The catalyst class is: 38. (5) Reactant: [CH3:1][C:2]1[CH:7]=[CH:6][C:5]([C:8]2[CH:12]=[CH:11][O:10][N:9]=2)=[CH:4][CH:3]=1.[Br:13]N1C(=O)CCC1=O. Product: [Br:13][CH2:1][C:2]1[CH:3]=[CH:4][C:5]([C:8]2[CH:12]=[CH:11][O:10][N:9]=2)=[CH:6][CH:7]=1. The catalyst class is: 340. (6) Reactant: Cl[C:2]([O:4][CH:5]([O:13][C:14](=[O:18])[CH:15]([CH3:17])[CH3:16])[C:6]([O:8][CH2:9][CH2:10][CH2:11][CH3:12])=[O:7])=[O:3].[NH2:19][C:20]1[CH:25]=[CH:24][C:23]([S:26]([NH:29][C:30]2[CH:34]=[C:33]([CH3:35])[O:32][N:31]=2)(=[O:28])=[O:27])=[CH:22][CH:21]=1.C(N(C(C)C)C(C)C)(C)C. Product: [CH2:9]([O:8][C:6]([CH:5]([O:13][C:14](=[O:18])[CH:15]([CH3:17])[CH3:16])[O:4][C:2]([NH:19][C:20]1[CH:25]=[CH:24][C:23]([S:26]([NH:29][C:30]2[CH:34]=[C:33]([CH3:35])[O:32][N:31]=2)(=[O:28])=[O:27])=[CH:22][CH:21]=1)=[O:3])=[O:7])[CH2:10][CH2:11][CH3:12]. The catalyst class is: 2. (7) Reactant: [CH3:1][C:2]1[C:8]([N+:9]([O-:11])=[O:10])=[CH:7][CH:6]=[CH:5][C:3]=1[NH2:4].O.[As+3]=O.S(=O)(=O)(O)O.[OH-].[NH4+].O[CH2:23][CH:24]([CH2:26]O)O. Product: [CH3:1][C:2]1[C:8]([N+:9]([O-:11])=[O:10])=[CH:7][CH:6]=[C:5]2[C:3]=1[N:4]=[CH:26][CH:24]=[CH:23]2. The catalyst class is: 69.